This data is from Full USPTO retrosynthesis dataset with 1.9M reactions from patents (1976-2016). The task is: Predict the reactants needed to synthesize the given product. (1) Given the product [CH3:24][O:23][C:19]([C:20]1[S:21][C:4]2[CH:3]=[C:2]([Cl:1])[CH:9]=[CH:8][C:5]=2[CH:6]=1)=[O:22], predict the reactants needed to synthesize it. The reactants are: [Cl:1][C:2]1[CH:9]=[CH:8][C:5]([CH:6]=O)=[C:4]([N+]([O-])=O)[CH:3]=1.C(=O)([O-])[O-].[K+].[K+].[C:19]([O:23][CH3:24])(=[O:22])[CH2:20][SH:21]. (2) Given the product [OH:1][CH2:2][C:3]1([NH2:4])[CH2:12][CH2:11][CH2:10][CH2:9]1.[CH3:9][C:10]1[CH:15]=[C:14]([N+:16]([O-:18])=[O:17])[CH:13]=[CH:12][C:11]=1[N:19]=[C:20]1[S:21][CH2:2][C:3]2([CH2:12][CH2:11][CH2:10][CH2:9]2)[NH:4]1, predict the reactants needed to synthesize it. The reactants are: [OH:1][CH2:2][CH2:3][NH2:4].O=S(Cl)Cl.[CH3:9][C:10]1[CH:15]=[C:14]([N+:16]([O-:18])=[O:17])[CH:13]=[CH:12][C:11]=1[N:19]=[C:20]=[S:21]. (3) Given the product [CH3:36][N:15]1[C:16]2[C:11](=[CH:10][C:9]([C:3]3[CH:4]=[CH:5][CH:6]=[CH:7][CH:8]=3)=[C:18]([C:19]3[CH:24]=[CH:23][CH:22]=[CH:21][CH:20]=3)[N:17]=2)[CH2:12][CH2:13][CH:14]1[CH2:25][CH2:26][CH2:27][CH2:28][CH2:29][C:30]([O:32][CH3:33])=[O:31], predict the reactants needed to synthesize it. The reactants are: [H-].[Na+].[C:3]1([C:9]2[CH:10]=[C:11]3[C:16](=[N:17][C:18]=2[C:19]2[CH:24]=[CH:23][CH:22]=[CH:21][CH:20]=2)[NH:15][CH:14]([CH2:25][CH2:26][CH2:27][CH2:28][CH2:29][C:30]([O:32][CH2:33]C)=[O:31])[CH2:13][CH2:12]3)[CH:8]=[CH:7][CH:6]=[CH:5][CH:4]=1.I[CH3:36]. (4) Given the product [CH3:30][N:20]([S:21]([C:24]1[CH:25]=[N:26][CH:27]=[CH:28][CH:29]=1)(=[O:23])=[O:22])[C:14]1[CH:15]=[CH:16][CH:17]=[C:18]2[C:13]=1[NH:12][C:11]([C:9]1[S:10][CH:6]([CH2:5][C:4]([NH2:49])=[O:3])[CH2:7][N:8]=1)=[CH:19]2, predict the reactants needed to synthesize it. The reactants are: C([O:3][C:4](=O)[CH2:5][CH:6]1[S:10][C:9]([C:11]2[NH:12][C:13]3[C:18]([CH:19]=2)=[CH:17][CH:16]=[CH:15][C:14]=3[N:20]([CH3:30])[S:21]([C:24]2[CH:25]=[N:26][CH:27]=[CH:28][CH:29]=2)(=[O:23])=[O:22])=[N:8][CH2:7]1)C.[OH-].[Na+].C(O)(=O)CC(CC(O)=O)(C(O)=O)O.Cl.C[N:49](C)CCCN=C=NCC. (5) Given the product [Cl:8][C:6]1[CH:7]=[C:2]([N:28]2[CH2:33][CH2:32][O:31][CH2:30][CH2:29]2)[C:3]2[N:4]([CH:11]=[C:12]([C:14]3[CH:15]=[N:16][N:17]([CH2:19][C:20]4[CH:25]=[CH:24][C:23]([O:26][CH3:27])=[CH:22][CH:21]=4)[CH:18]=3)[N:9]=2)[N:5]=1, predict the reactants needed to synthesize it. The reactants are: Br[C:2]1[CH:7]=[C:6]([Cl:8])[N:5]=[N:4][C:3]=1[NH2:9].Br[CH2:11][C:12]([C:14]1[CH:15]=[N:16][N:17]([CH2:19][C:20]2[CH:25]=[CH:24][C:23]([O:26][CH3:27])=[CH:22][CH:21]=2)[CH:18]=1)=O.[NH:28]1[CH2:33][CH2:32][O:31][CH2:30][CH2:29]1. (6) Given the product [CH3:1][O:2][C:3](=[O:34])[C:4]1[CH:9]=[C:8]([CH:10]2[CH2:15][CH2:14][CH2:13][CH2:12][CH2:11]2)[C:7]([C:16]2[CH:17]=[C:18]3[C:23](=[CH:24][CH:25]=2)[N:22]=[C:21]([C:26]2[S:30][C:29]([CH3:31])=[N:28][C:27]=2[CH3:32])[CH:20]=[CH:19]3)=[C:6]([Br:35])[CH:5]=1, predict the reactants needed to synthesize it. The reactants are: [CH3:1][O:2][C:3](=[O:34])[C:4]1[CH:9]=[C:8]([CH:10]2[CH2:15][CH2:14][CH2:13][CH2:12][CH2:11]2)[C:7]([C:16]2[CH:17]=[C:18]3[C:23](=[CH:24][CH:25]=2)[N:22]=[C:21]([C:26]2[S:30][C:29]([CH3:31])=[N:28][C:27]=2[CH3:32])[CH:20]=[CH:19]3)=[C:6](N)[CH:5]=1.[BrH:35].N([O-])=O.[Na+]. (7) Given the product [CH3:13][O:1][CH:2]([CH2:6][CH2:7][CH2:8][CH3:9])[C:3]([OH:5])=[O:4], predict the reactants needed to synthesize it. The reactants are: [OH:1][CH:2]([CH2:6][CH2:7][CH2:8][CH3:9])[C:3]([OH:5])=[O:4].[H-].[Na+].I[CH3:13].